From a dataset of HIV replication inhibition screening data with 41,000+ compounds from the AIDS Antiviral Screen. Binary Classification. Given a drug SMILES string, predict its activity (active/inactive) in a high-throughput screening assay against a specified biological target. (1) The drug is CC1(C)OC(CP(c2ccc3ccccc3c2)c2ccc3ccccc3c2)C(CP(c2ccc3ccccc3c2)c2ccc3ccccc3c2)O1. The result is 0 (inactive). (2) The compound is N#CNC(=N)NC1=CC(=O)C(=O)c2ccccc21. The result is 0 (inactive). (3) The result is 0 (inactive). The drug is CC=CC1C2C(=O)C3(Cl)C(C=CC)C3C(=O)C12Cl. (4) The drug is C1CCCN(N2CCOCC2)CC1. The result is 0 (inactive). (5) The drug is O=C1CCC2(CCC(=O)NC2=O)C(=O)N1. The result is 0 (inactive). (6) The drug is N=c1[nH]nc(-c2ccccc2O)o1. The result is 0 (inactive).